This data is from M1 muscarinic receptor agonist screen with 61,833 compounds. The task is: Binary Classification. Given a drug SMILES string, predict its activity (active/inactive) in a high-throughput screening assay against a specified biological target. The molecule is Clc1cc2nc(oc2cc1)c1ncccc1. The result is 0 (inactive).